Dataset: Peptide-MHC class I binding affinity with 185,985 pairs from IEDB/IMGT. Task: Regression. Given a peptide amino acid sequence and an MHC pseudo amino acid sequence, predict their binding affinity value. This is MHC class I binding data. (1) The peptide sequence is GVLIAGIIL. The MHC is HLA-A02:03 with pseudo-sequence HLA-A02:03. The binding affinity (normalized) is 0.358. (2) The peptide sequence is VKSMILHEI. The MHC is HLA-B45:01 with pseudo-sequence HLA-B45:01. The binding affinity (normalized) is 0.